Dataset: Full USPTO retrosynthesis dataset with 1.9M reactions from patents (1976-2016). Task: Predict the reactants needed to synthesize the given product. Given the product [Cl:2][C:3]1[CH:8]=[CH:7][CH:6]=[CH:5][C:4]=1[N:9]1[CH:13]([C:14]2[CH:19]=[CH:18][C:17]([N:20]3[CH2:21][CH2:22][CH:23]([NH:26][S:47]([CH:44]4[CH2:46][CH2:45]4)(=[O:49])=[O:48])[CH2:24][CH2:25]3)=[CH:16][CH:15]=2)[CH2:12][C:11]([C:27]([C:33]([F:36])([F:34])[F:35])([C:29]([F:31])([F:30])[F:32])[OH:28])=[N:10]1, predict the reactants needed to synthesize it. The reactants are: Cl.[Cl:2][C:3]1[CH:8]=[CH:7][CH:6]=[CH:5][C:4]=1[N:9]1[CH:13]([C:14]2[CH:19]=[CH:18][C:17]([N:20]3[CH2:25][CH2:24][CH:23]([NH2:26])[CH2:22][CH2:21]3)=[CH:16][CH:15]=2)[CH2:12][C:11]([C:27]([C:33]([F:36])([F:35])[F:34])([C:29]([F:32])([F:31])[F:30])[OH:28])=[N:10]1.C(N(CC)CC)C.[CH:44]1([S:47](Cl)(=[O:49])=[O:48])[CH2:46][CH2:45]1.